This data is from Catalyst prediction with 721,799 reactions and 888 catalyst types from USPTO. The task is: Predict which catalyst facilitates the given reaction. (1) Reactant: [C:1]([O:5][C:6]([NH:8][CH:9]1[CH2:18][C:17]2[C:16]([C:19](O)=[O:20])=[CH:15][CH:14]=[CH:13][C:12]=2[CH2:11][CH2:10]1)=[O:7])([CH3:4])([CH3:3])[CH3:2]. Product: [OH:20][CH2:19][C:16]1[CH:15]=[CH:14][CH:13]=[C:12]2[C:17]=1[CH2:18][CH:9]([NH:8][C:6](=[O:7])[O:5][C:1]([CH3:3])([CH3:2])[CH3:4])[CH2:10][CH2:11]2. The catalyst class is: 1. (2) Reactant: [F:1][C:2]([F:36])([F:35])[C:3]1[CH:4]=[C:5]([CH:32]=[CH:33][CH:34]=1)[CH2:6][NH:7][C:8](=[O:31])[C:9]1[CH:14]=[CH:13][N:12]=[C:11]([C:15]2[CH:20]=[C:19]([N:21]([CH2:25][CH2:26][CH3:27])[CH2:22][CH2:23][CH3:24])[CH:18]=[CH:17][C:16]=2[N+:28]([O-])=O)[CH:10]=1. Product: [F:35][C:2]([F:1])([F:36])[C:3]1[CH:4]=[C:5]([CH:32]=[CH:33][CH:34]=1)[CH2:6][NH:7][C:8](=[O:31])[C:9]1[CH:14]=[CH:13][N:12]=[C:11]([C:15]2[CH:20]=[C:19]([N:21]([CH2:22][CH2:23][CH3:24])[CH2:25][CH2:26][CH3:27])[CH:18]=[CH:17][C:16]=2[NH2:28])[CH:10]=1. The catalyst class is: 19. (3) Reactant: [CH2:1]([N:8]1[CH2:13][CH2:12][C:11]([C:19]2[CH:24]=[CH:23][C:22]([Cl:25])=[CH:21][C:20]=2[C:26]#[C:27][C:28](OCC)([O:32]CC)[O:29][CH2:30][CH3:31])([C:14]([O:16][CH2:17][CH3:18])=[O:15])[CH2:10][CH2:9]1)[C:2]1[CH:7]=[CH:6][CH:5]=[CH:4][CH:3]=1.O.C1(C)C=CC(S(O)(=O)=O)=CC=1. Product: [CH2:1]([N:8]1[CH2:9][CH2:10][C:11]([C:19]2[CH:24]=[CH:23][C:22]([Cl:25])=[CH:21][C:20]=2[C:26]#[C:27][C:28]([O:29][CH2:30][CH3:31])=[O:32])([C:14]([O:16][CH2:17][CH3:18])=[O:15])[CH2:12][CH2:13]1)[C:2]1[CH:7]=[CH:6][CH:5]=[CH:4][CH:3]=1. The catalyst class is: 88. (4) Reactant: [F:1][C:2]1[N:7]=[CH:6][C:5]([NH:8][C:9](=[O:16])OCC(Cl)(Cl)Cl)=[CH:4][CH:3]=1.Cl.Cl.[F:19][C:20]1[C:25]([F:26])=[CH:24][CH:23]=[CH:22][C:21]=1[C:27]1[N:32]=[C:31]([N:33]2[CH2:38][CH2:37][NH:36][CH2:35][CH2:34]2)[CH:30]=[CH:29][N:28]=1. Product: [F:19][C:20]1[C:25]([F:26])=[CH:24][CH:23]=[CH:22][C:21]=1[C:27]1[N:32]=[C:31]([N:33]2[CH2:38][CH2:37][N:36]([C:9]([NH:8][C:5]3[CH:6]=[N:7][C:2]([F:1])=[CH:3][CH:4]=3)=[O:16])[CH2:35][CH2:34]2)[CH:30]=[CH:29][N:28]=1. The catalyst class is: 13. (5) Reactant: [CH3:1][NH:2][CH3:3].[CH:4]([S:6]([N:9]1[CH2:14][CH2:13][N:12]([C:15]2[CH:36]=[CH:35][C:18]([NH:19][C:20]3[N:25]=[C:24]([C:26]4[N:30]([CH:31]([CH3:33])[CH3:32])[C:29]([CH3:34])=[N:28][CH:27]=4)[CH:23]=[CH:22][N:21]=3)=[CH:17][CH:16]=2)[CH2:11][CH2:10]1)(=[O:8])=[O:7])=[CH2:5]. Product: [CH3:1][N:2]([CH3:3])[CH2:5][CH2:4][S:6]([N:9]1[CH2:14][CH2:13][N:12]([C:15]2[CH:36]=[CH:35][C:18]([NH:19][C:20]3[N:25]=[C:24]([C:26]4[N:30]([CH:31]([CH3:32])[CH3:33])[C:29]([CH3:34])=[N:28][CH:27]=4)[CH:23]=[CH:22][N:21]=3)=[CH:17][CH:16]=2)[CH2:11][CH2:10]1)(=[O:7])=[O:8]. The catalyst class is: 1. (6) Reactant: [Cl:1][C:2]1[CH:3]=[C:4]([NH:9][C:10]2[C:11]3[C:18]4[CH2:19][N:20](C(OCC)=O)[CH2:21][C:17]=4[S:16][C:12]=3[N:13]=[CH:14][N:15]=2)[CH:5]=[CH:6][C:7]=1[F:8].[OH-].[K+].O. Product: [Cl:1][C:2]1[CH:3]=[C:4]([NH:9][C:10]2[C:11]3[C:18]4[CH2:19][NH:20][CH2:21][C:17]=4[S:16][C:12]=3[N:13]=[CH:14][N:15]=2)[CH:5]=[CH:6][C:7]=1[F:8]. The catalyst class is: 8.